This data is from Full USPTO retrosynthesis dataset with 1.9M reactions from patents (1976-2016). The task is: Predict the reactants needed to synthesize the given product. The reactants are: [NH2:1][C:2]1[CH:3]=[CH:4][C:5]([Cl:15])=[C:6]([NH:8][C:9](=[O:14])[CH2:10][CH2:11][CH2:12]Cl)[CH:7]=1.ClC1C=CC(NC(=O)OC(C)(C)C)=CC=1NC(=O)CCCCl.Cl. Given the product [NH2:1][C:2]1[CH:3]=[CH:4][C:5]([Cl:15])=[C:6]([N:8]2[CH2:12][CH2:11][CH2:10][C:9]2=[O:14])[CH:7]=1, predict the reactants needed to synthesize it.